Regression. Given two drug SMILES strings and cell line genomic features, predict the synergy score measuring deviation from expected non-interaction effect. From a dataset of NCI-60 drug combinations with 297,098 pairs across 59 cell lines. (1) Drug 1: CC=C1C(=O)NC(C(=O)OC2CC(=O)NC(C(=O)NC(CSSCCC=C2)C(=O)N1)C(C)C)C(C)C. Drug 2: C(CC(=O)O)C(=O)CN.Cl. Cell line: OVCAR3. Synergy scores: CSS=35.4, Synergy_ZIP=0.421, Synergy_Bliss=2.27, Synergy_Loewe=-29.4, Synergy_HSA=0.223. (2) Drug 1: CCC(=C(C1=CC=CC=C1)C2=CC=C(C=C2)OCCN(C)C)C3=CC=CC=C3.C(C(=O)O)C(CC(=O)O)(C(=O)O)O. Drug 2: C1=CN(C=N1)CC(O)(P(=O)(O)O)P(=O)(O)O. Cell line: NCI-H322M. Synergy scores: CSS=-0.767, Synergy_ZIP=7.06, Synergy_Bliss=1.29, Synergy_Loewe=-0.709, Synergy_HSA=-1.24.